The task is: Regression/Classification. Given a drug SMILES string, predict its absorption, distribution, metabolism, or excretion properties. Task type varies by dataset: regression for continuous measurements (e.g., permeability, clearance, half-life) or binary classification for categorical outcomes (e.g., BBB penetration, CYP inhibition). Dataset: bbb_martins.. This data is from Blood-brain barrier penetration binary classification data from Martins et al.. (1) The molecule is CCN1C(=O)NC(c2ccccc2)C1=O. The result is 1 (penetrates BBB). (2) The molecule is CO/N=C/C1=CCCN(C)C1. The result is 1 (penetrates BBB). (3) The compound is OCCC1CCN(CC/C=C2\c3ccc(F)cc3Sc3ccc(C(F)(F)F)cc32)CC1. The result is 1 (penetrates BBB). (4) The compound is OC1CCN(c2ccc(-c3ccc(Cl)cc3Cl)nn2)CC1. The result is 1 (penetrates BBB). (5) The compound is O=C(CCCN1CCN2Cc3[nH]c4ccccc4c3CC2C1)c1ccc(F)cc1. The result is 1 (penetrates BBB). (6) The drug is O=C1CN=C(c2ccccc2)c2cc(Cl)ccc2N1. The result is 1 (penetrates BBB). (7) The drug is CCCCSc1ccc(C(SCCN(C)C)c2ccccc2)cc1. The result is 1 (penetrates BBB). (8) The molecule is CC(=O)OCC(=O)[C@H]1[C@H](C)C[C@H]2[C@@H]3C[C@H](F)C4=CC(=O)C=C[C@]4(C)C3(Cl)[C@@H](O)C[C@@]21C. The result is 1 (penetrates BBB).